Dataset: NCI-60 drug combinations with 297,098 pairs across 59 cell lines. Task: Regression. Given two drug SMILES strings and cell line genomic features, predict the synergy score measuring deviation from expected non-interaction effect. Drug 1: COC1=C(C=C2C(=C1)N=CN=C2NC3=CC(=C(C=C3)F)Cl)OCCCN4CCOCC4. Drug 2: C1CNP(=O)(OC1)N(CCCl)CCCl. Cell line: NCI-H522. Synergy scores: CSS=34.0, Synergy_ZIP=1.40, Synergy_Bliss=1.50, Synergy_Loewe=-22.2, Synergy_HSA=1.24.